From a dataset of Forward reaction prediction with 1.9M reactions from USPTO patents (1976-2016). Predict the product of the given reaction. Given the reactants [CH3:1][O:2][C:3]([C:5]1[C:6](=[O:16])[NH:7][C:8]2[C:13]([CH:14]=1)=[CH:12][CH:11]=[C:10](Cl)[N:9]=2)=[O:4].C([N:19]([CH2:22][CH3:23])CC)C.[CH3:24][C:25]1([CH3:32])[O:29]C(NC)[CH2:27][O:26]1.O, predict the reaction product. The product is: [CH3:1][O:2][C:3]([C:5]1[C:6](=[O:16])[NH:7][C:8]2[C:13]([CH:14]=1)=[CH:12][CH:11]=[C:10]([NH:19][CH2:22][CH:23]1[CH2:27][O:26][C:25]([CH3:32])([CH3:24])[O:29]1)[N:9]=2)=[O:4].